This data is from Forward reaction prediction with 1.9M reactions from USPTO patents (1976-2016). The task is: Predict the product of the given reaction. (1) Given the reactants Br[CH2:2][CH2:3][CH2:4][CH2:5][C:6]([C:8]1[CH:13]=[CH:12][C:11]([O:14][CH2:15][CH2:16][CH2:17][CH2:18][CH2:19][CH2:20][CH2:21][CH3:22])=[C:10]([O:23][CH2:24][CH2:25][CH2:26][CH2:27][CH2:28][CH2:29][CH2:30][CH3:31])[CH:9]=1)=[O:7].[I:32][C:33]1[CH:38]=[CH:37][C:36]([OH:39])=[CH:35][CH:34]=1.C(=O)([O-])[O-].[K+].[K+], predict the reaction product. The product is: [CH2:24]([O:23][C:10]1[CH:9]=[C:8]([C:6](=[O:7])[CH2:5][CH2:4][CH2:3][CH2:2][O:39][C:36]2[CH:37]=[CH:38][C:33]([I:32])=[CH:34][CH:35]=2)[CH:13]=[CH:12][C:11]=1[O:14][CH2:15][CH2:16][CH2:17][CH2:18][CH2:19][CH2:20][CH2:21][CH3:22])[CH2:25][CH2:26][CH2:27][CH2:28][CH2:29][CH2:30][CH3:31]. (2) The product is: [CH3:16][O:15][C:12]1[CH:11]=[CH:10][C:9]([CH:7]2[CH2:8][CH:6]2[CH2:5][C:4]([OH:17])=[O:19])=[CH:14][CH:13]=1. Given the reactants CON(C)[C:4](=[O:17])[CH2:5][CH:6]1[CH2:8][CH:7]1[C:9]1[CH:14]=[CH:13][C:12]([O:15][CH3:16])=[CH:11][CH:10]=1.[OH-:19].[Na+].Cl, predict the reaction product. (3) Given the reactants C[O:2][C:3]([C@@H:5]1[CH2:9][C@@H:8]([NH:10][C:11]([C:13]2[S:14][C:15]([Cl:18])=[CH:16][CH:17]=2)=[O:12])[CH2:7][N:6]1[CH2:19][C:20](=[O:36])[NH:21][C:22]1[CH:27]=[CH:26][C:25]([N:28]2[CH:33]=[CH:32][CH:31]=[CH:30][C:29]2=[O:34])=[CH:24][C:23]=1[F:35])=[O:4].[OH-].[Na+].Cl, predict the reaction product. The product is: [Cl:18][C:15]1[S:14][C:13]([C:11]([NH:10][C@H:8]2[CH2:7][N:6]([CH2:19][C:20](=[O:36])[NH:21][C:22]3[CH:27]=[CH:26][C:25]([N:28]4[CH:33]=[CH:32][CH:31]=[CH:30][C:29]4=[O:34])=[CH:24][C:23]=3[F:35])[C@H:5]([C:3]([OH:4])=[O:2])[CH2:9]2)=[O:12])=[CH:17][CH:16]=1. (4) Given the reactants [NH2:1][C:2]1[CH:3]=[N:4][CH:5]=[CH:6][C:7]=1[C:8]1[N:13]=[C:12]([C:14]([F:17])([F:16])[F:15])[N:11]=[C:10]([NH:18][C:19](=[O:25])[O:20][C:21]([CH3:24])([CH3:23])[CH3:22])[CH:9]=1.[Br:26][C:27]1[N:32]=[C:31]([C:33](O)=[O:34])[CH:30]=[CH:29][CH:28]=1.C(Cl)CCl.C1C=NC2N(O)N=NC=2C=1, predict the reaction product. The product is: [Br:26][C:27]1[N:32]=[C:31]([C:33]([NH:1][C:2]2[CH:3]=[N:4][CH:5]=[CH:6][C:7]=2[C:8]2[N:13]=[C:12]([C:14]([F:15])([F:16])[F:17])[N:11]=[C:10]([NH:18][C:19](=[O:25])[O:20][C:21]([CH3:22])([CH3:24])[CH3:23])[CH:9]=2)=[O:34])[CH:30]=[CH:29][CH:28]=1. (5) Given the reactants [CH3:1][S:2](Cl)(=[O:4])=[O:3].[CH3:6][NH:7][CH2:8][C:9]#[CH:10].CN(C1C=CC=CN=1)C.C(OCC)(=O)C, predict the reaction product. The product is: [CH3:6][N:7]([CH2:8][C:9]#[CH:10])[S:2]([CH3:1])(=[O:4])=[O:3]. (6) Given the reactants N1C=[CH:5][CH2:4][CH2:3][CH2:2]1.CN([CH2:10][CH2:11][N:12]([CH3:14])[CH3:13])C.[Li]C(CC)C.[CH2:20]1[CH2:25][CH2:24][CH2:23][CH2:22][CH2:21]1.ClC[C:28]([O:30]COC)=[CH2:29].C1C[O:37][CH2:36]C1, predict the reaction product. The product is: [CH3:13][N:12]1[CH2:14][CH2:2][C:3]2([C:20]3[CH:25]=[CH:24][CH:23]=[C:22]([O:37][CH3:36])[CH:21]=3)[CH:4]([CH3:5])[CH:11]1[CH2:10][C:28](=[O:29])[CH2:30]2. (7) Given the reactants Br[C:2]1[CH:7]=[CH:6][C:5](OC)=[CH:4][C:3]=1[N:10]([C:12]1[CH:17]=[CH:16][CH:15]=[CH:14][CH:13]=1)[NH2:11].C[C:19](C)([O-:21])C.[Na+].[C:24]1(C)C=CC=CC=1, predict the reaction product. The product is: [CH3:19][O:21][C:2]1[CH:7]=[CH:6][C:5]2[C:4](=[CH:3][N:10]([C:12]3[CH:13]=[CH:14][CH:15]=[CH:16][CH:17]=3)[N:11]=2)[CH:24]=1. (8) Given the reactants C([SiH](CC)CC)C.[CH3:8][O:9][C:10]1[CH:15]=[CH:14][CH:13]=[CH:12][C:11]=1[CH:16]=[N:17][NH:18][C:19](=[O:26])[C:20]1[CH:25]=[CH:24][CH:23]=[CH:22][CH:21]=1.Cl, predict the reaction product. The product is: [CH3:8][O:9][C:10]1[CH:15]=[CH:14][CH:13]=[CH:12][C:11]=1[CH2:16][NH:17][NH:18][C:19](=[O:26])[C:20]1[CH:25]=[CH:24][CH:23]=[CH:22][CH:21]=1.